From a dataset of Reaction yield outcomes from USPTO patents with 853,638 reactions. Predict the reaction yield, written as a fraction of the theoretical maximum amount of product (1.0 means a 100% yield; for example, 0.34 means a 34% yield). (1) The yield is 0.700. The reactants are [F:1][C:2]1[C:3]2[CH:4]=[C:5]3[C:14]4[N:15]=[C:16]([C:19]5[C:20]([N:39]([CH3:44])[S:40]([CH3:43])(=[O:42])=[O:41])=[CH:21][C:22]6[O:26][C:25]([C:27]7[CH:32]=[CH:31][C:30]([F:33])=[CH:29][CH:28]=7)=[C:24]([C:34]([O:36]C)=[O:35])[C:23]=6[CH:38]=5)[CH:17]=[CH:18][C:13]=4[O:12][CH2:11][N:6]3[C:7]=2[CH:8]=[CH:9][CH:10]=1.O[Li].O. The product is [F:1][C:2]1[C:3]2[CH:4]=[C:5]3[C:14]4[N:15]=[C:16]([C:19]5[C:20]([N:39]([CH3:44])[S:40]([CH3:43])(=[O:42])=[O:41])=[CH:21][C:22]6[O:26][C:25]([C:27]7[CH:28]=[CH:29][C:30]([F:33])=[CH:31][CH:32]=7)=[C:24]([C:34]([OH:36])=[O:35])[C:23]=6[CH:38]=5)[CH:17]=[CH:18][C:13]=4[O:12][CH2:11][N:6]3[C:7]=2[CH:8]=[CH:9][CH:10]=1. The catalyst is O1CCOCC1.O. (2) The reactants are [F:1][C:2]1[CH:7]=[CH:6][C:5]([C:8]2[NH:13][C:12](=[O:14])[CH:11]=[C:10]([C:15]3[CH:20]=[CH:19][CH:18]=[CH:17][CH:16]=3)[CH:9]=2)=[CH:4][CH:3]=1.Br[CH2:22][CH2:23][CH2:24][CH2:25][C:26]([CH3:30])([CH3:29])[C:27]#[N:28]. The catalyst is C1(C)C=CC=CC=1.C(=O)([O-])[O-].[Ag+2]. The product is [CH3:29][C:26]([CH3:30])([CH2:25][CH2:24][CH2:23][CH2:22][O:14][C:12]1[CH:11]=[C:10]([C:15]2[CH:16]=[CH:17][CH:18]=[CH:19][CH:20]=2)[CH:9]=[C:8]([C:5]2[CH:6]=[CH:7][C:2]([F:1])=[CH:3][CH:4]=2)[N:13]=1)[C:27]#[N:28]. The yield is 0.760.